This data is from Forward reaction prediction with 1.9M reactions from USPTO patents (1976-2016). The task is: Predict the product of the given reaction. (1) Given the reactants [CH3:1][NH:2][C:3]([C:5]1[CH:10]=[CH:9][C:8](B2OC(C)(C)C(C)(C)O2)=[CH:7][N:6]=1)=[O:4].[O-]P([O-])([O-])=O.[K+].[K+].[K+].Br[C:29]1[CH:34]=[CH:33][C:32]([C:35]2([OH:51])[CH2:40][CH2:39][CH:38]([C:41]([NH:43][C@H:44]3[CH2:49][CH2:48][C@@H:47]([OH:50])[CH2:46][CH2:45]3)=[O:42])[CH2:37][CH2:36]2)=[C:31]([CH3:52])[CH:30]=1, predict the reaction product. The product is: [OH:51][C:35]1([C:32]2[CH:33]=[CH:34][C:29]([C:8]3[CH:9]=[CH:10][C:5]([C:3]([NH:2][CH3:1])=[O:4])=[N:6][CH:7]=3)=[CH:30][C:31]=2[CH3:52])[CH2:36][CH2:37][CH:38]([C:41]([NH:43][C@H:44]2[CH2:49][CH2:48][C@@H:47]([OH:50])[CH2:46][CH2:45]2)=[O:42])[CH2:39][CH2:40]1. (2) Given the reactants [CH2:1]([O:5][C:6]([C:8]1[N:9]=[C:10](Br)[C:11]2[C:16]([C:17]=1[OH:18])=[CH:15][C:14]([O:19][CH:20]1[CH2:25][CH2:24][CH2:23][CH2:22][CH2:21]1)=[CH:13][CH:12]=2)=[O:7])[CH2:2][CH2:3][CH3:4].[C:27]([Cu])#[N:28].CN1CCCC1, predict the reaction product. The product is: [CH2:1]([O:5][C:6]([C:8]1[N:9]=[C:10]([C:27]#[N:28])[C:11]2[C:16]([C:17]=1[OH:18])=[CH:15][C:14]([O:19][CH:20]1[CH2:25][CH2:24][CH2:23][CH2:22][CH2:21]1)=[CH:13][CH:12]=2)=[O:7])[CH2:2][CH2:3][CH3:4].